Dataset: Reaction yield outcomes from USPTO patents with 853,638 reactions. Task: Predict the reaction yield, written as a fraction of the theoretical maximum amount of product (1.0 means a 100% yield; for example, 0.34 means a 34% yield). (1) The reactants are [H-].[Na+].[CH:3]([C:6]1[NH:7][CH:8]=[C:9]([C:11]([CH3:22])([C:13]2[CH:18]=[CH:17][CH:16]=[C:15]([N+:19]([O-:21])=[O:20])[CH:14]=2)[CH3:12])[N:10]=1)([CH3:5])[CH3:4].I[CH3:24]. The catalyst is C1COCC1. The product is [CH:3]([C:6]1[N:10]([CH3:24])[C:9]([C:11]([CH3:12])([C:13]2[CH:18]=[CH:17][CH:16]=[C:15]([N+:19]([O-:21])=[O:20])[CH:14]=2)[CH3:22])=[CH:8][N:7]=1)([CH3:5])[CH3:4]. The yield is 0.350. (2) The reactants are [O:1]=[S:2]1(=[O:31])[C:7]2[CH:8]=[C:9]([C:12]([F:15])([F:14])[F:13])[CH:10]=[CH:11][C:6]=2[CH2:5][CH:4]([CH2:16][N:17]([CH2:28][CH2:29]O)[C:18](=[O:27])[O:19][CH2:20][C:21]2[CH:26]=[CH:25][CH:24]=[CH:23][CH:22]=2)[NH:3]1.C(N(CC)CC)C.CS(OS(C)(=O)=O)(=O)=O.C[Si]([N-][Si](C)(C)C)(C)C.[Li+]. The catalyst is ClCCl.[Cl-].[Na+]. The product is [F:14][C:12]([F:13])([F:15])[C:9]1[CH:10]=[CH:11][C:6]2[CH2:5][CH:4]3[CH2:16][N:17]([C:18]([O:19][CH2:20][C:21]4[CH:22]=[CH:23][CH:24]=[CH:25][CH:26]=4)=[O:27])[CH2:28][CH2:29][N:3]3[S:2](=[O:1])(=[O:31])[C:7]=2[CH:8]=1. The yield is 0.830. (3) The reactants are [C:1]1([CH:7]([OH:10])[CH2:8][OH:9])[CH:6]=[CH:5][CH:4]=[CH:3][CH:2]=1.[C:11]1(C)C(C)=CC=C[CH:16]=1.CC1OC(C)OC(C)O1. The catalyst is C1(C)C=CC(S(O)(=O)=O)=CC=1.O. The product is [CH3:11][CH:16]1[O:10][CH:7]([C:1]2[CH:6]=[CH:5][CH:4]=[CH:3][CH:2]=2)[CH2:8][O:9]1. The yield is 0.878. (4) The reactants are [Si]([O:18][CH2:19][C@H:20]1[C@@H:24]([F:25])[CH2:23][C@H:22]([O:26][CH:27]2[CH2:32][CH2:31][CH2:30][CH2:29][O:28]2)[C@@H:21]1[CH2:33]/[CH:34]=[CH:35]\[CH2:36][CH2:37][CH2:38][C:39]([O:41][CH:42]([CH3:44])[CH3:43])=[O:40])(C(C)(C)C)(C1C=CC=CC=1)C1C=CC=CC=1.CCCC[N+](CCCC)(CCCC)CCCC.[F-].OS([O-])(=O)=O.[K+]. The catalyst is C1COCC1. The product is [F:25][C@H:24]1[CH2:23][C@H:22]([O:26][CH:27]2[CH2:32][CH2:31][CH2:30][CH2:29][O:28]2)[C@H:21]([CH2:33]/[CH:34]=[CH:35]\[CH2:36][CH2:37][CH2:38][C:39]([O:41][CH:42]([CH3:44])[CH3:43])=[O:40])[C@H:20]1[CH2:19][OH:18]. The yield is 0.640.